This data is from NCI-60 drug combinations with 297,098 pairs across 59 cell lines. The task is: Regression. Given two drug SMILES strings and cell line genomic features, predict the synergy score measuring deviation from expected non-interaction effect. (1) Drug 1: CC12CCC3C(C1CCC2=O)CC(=C)C4=CC(=O)C=CC34C. Drug 2: CCN(CC)CCNC(=O)C1=C(NC(=C1C)C=C2C3=C(C=CC(=C3)F)NC2=O)C. Cell line: HOP-92. Synergy scores: CSS=38.4, Synergy_ZIP=3.44, Synergy_Bliss=5.76, Synergy_Loewe=2.17, Synergy_HSA=2.19. (2) Synergy scores: CSS=43.3, Synergy_ZIP=0.505, Synergy_Bliss=-0.785, Synergy_Loewe=-57.4, Synergy_HSA=-2.06. Drug 1: C1C(C(OC1N2C=C(C(=O)NC2=O)F)CO)O. Drug 2: CC(C)NC(=O)C1=CC=C(C=C1)CNNC.Cl. Cell line: CCRF-CEM. (3) Drug 1: CC1C(C(CC(O1)OC2CC(CC3=C2C(=C4C(=C3O)C(=O)C5=C(C4=O)C(=CC=C5)OC)O)(C(=O)C)O)N)O.Cl. Drug 2: C1=CN(C(=O)N=C1N)C2C(C(C(O2)CO)O)O.Cl. Cell line: RPMI-8226. Synergy scores: CSS=11.0, Synergy_ZIP=-0.826, Synergy_Bliss=-2.42, Synergy_Loewe=-32.3, Synergy_HSA=-1.56. (4) Drug 1: C1=NC2=C(N1)C(=S)N=C(N2)N. Drug 2: CCCCC(=O)OCC(=O)C1(CC(C2=C(C1)C(=C3C(=C2O)C(=O)C4=C(C3=O)C=CC=C4OC)O)OC5CC(C(C(O5)C)O)NC(=O)C(F)(F)F)O. Cell line: PC-3. Synergy scores: CSS=23.2, Synergy_ZIP=-4.24, Synergy_Bliss=-0.0310, Synergy_Loewe=0.737, Synergy_HSA=0.888. (5) Drug 1: COC1=C(C=C2C(=C1)N=CN=C2NC3=CC(=C(C=C3)F)Cl)OCCCN4CCOCC4. Drug 2: C1=CC(=C2C(=C1NCCNCCO)C(=O)C3=C(C=CC(=C3C2=O)O)O)NCCNCCO. Cell line: KM12. Synergy scores: CSS=68.1, Synergy_ZIP=11.7, Synergy_Bliss=15.7, Synergy_Loewe=23.1, Synergy_HSA=23.8. (6) Drug 1: C1=NC2=C(N1)C(=S)N=C(N2)N. Drug 2: CCC1(CC2CC(C3=C(CCN(C2)C1)C4=CC=CC=C4N3)(C5=C(C=C6C(=C5)C78CCN9C7C(C=CC9)(C(C(C8N6C=O)(C(=O)OC)O)OC(=O)C)CC)OC)C(=O)OC)O.OS(=O)(=O)O. Cell line: HCC-2998. Synergy scores: CSS=49.0, Synergy_ZIP=-6.00, Synergy_Bliss=-1.71, Synergy_Loewe=-15.3, Synergy_HSA=-0.755.